This data is from Forward reaction prediction with 1.9M reactions from USPTO patents (1976-2016). The task is: Predict the product of the given reaction. Given the reactants C1([CH:4]([C:6]2[CH:11]=[CH:10][CH:9]=[CH:8][C:7]=2[O:12][CH3:13])[OH:5])CC1.[H-].[Na+].[N+]([C:19]1[CH:20]=[C:21](S(OC[C@@H]2OC2)(=O)=O)[CH:22]=[CH:23][CH:24]=1)([O-])=O.[OH2:33], predict the reaction product. The product is: [CH:22]1([CH:21]([O:5][CH2:4][C:6]2[CH:11]=[CH:10][CH:9]=[CH:8][C:7]=2[O:12][CH3:13])[C@H:20]2[CH2:19][O:33]2)[CH2:23][CH2:24]1.